This data is from Reaction yield outcomes from USPTO patents with 853,638 reactions. The task is: Predict the reaction yield, written as a fraction of the theoretical maximum amount of product (1.0 means a 100% yield; for example, 0.34 means a 34% yield). (1) The reactants are Cl[C:2]1[N:3]=[C:4]([N:22]2[CH2:27][CH2:26][NH:25][CH2:24][CH:23]2[C:28](=[O:37])[NH:29][C:30]2[CH:35]=[CH:34][CH:33]=[C:32]([CH3:36])[CH:31]=2)[C:5]2[N:11]=[C:10]([C:12]3[CH:17]=[CH:16][C:15]([O:18][CH3:19])=[C:14]([O:20][CH3:21])[CH:13]=3)[CH:9]=[CH:8][C:6]=2[N:7]=1.C([O-])([O-])=O.[K+].[K+].[NH2:44][C:45]1[CH:50]=[CH:49][C:48]([CH3:51])=[CH:47][CH:46]=1. The catalyst is O1CCOCC1.CC(O)(C)C.O.C1C=CC([P]([Pd]([P](C2C=CC=CC=2)(C2C=CC=CC=2)C2C=CC=CC=2)([P](C2C=CC=CC=2)(C2C=CC=CC=2)C2C=CC=CC=2)[P](C2C=CC=CC=2)(C2C=CC=CC=2)C2C=CC=CC=2)(C2C=CC=CC=2)C2C=CC=CC=2)=CC=1. The product is [C:48]1([CH3:51])[CH:49]=[CH:50][C:45]([NH:44][C:2]2[N:3]=[C:4]([N:22]3[CH2:27][CH2:26][NH:25][CH2:24][CH:23]3[C:28](=[O:37])[NH:29][C:30]3[CH:35]=[CH:34][CH:33]=[C:32]([CH3:36])[CH:31]=3)[C:5]3[N:11]=[C:10]([C:12]4[CH:17]=[CH:16][C:15]([O:18][CH3:19])=[C:14]([O:20][CH3:21])[CH:13]=4)[CH:9]=[CH:8][C:6]=3[N:7]=2)=[CH:46][CH:47]=1. The yield is 0.250. (2) The reactants are C([O:8][C:9]1[C:10]([O:36][CH2:37][CH3:38])=[C:11]([CH:15]([C:17]2[C:25]3[C:20](=[N:21][CH:22]=[CH:23][CH:24]=3)[N:19]([Si:26]([CH:33]([CH3:35])[CH3:34])([CH:30]([CH3:32])[CH3:31])[CH:27]([CH3:29])[CH3:28])[CH:18]=2)[OH:16])[CH:12]=[CH:13][CH:14]=1)C1C=CC=CC=1. The catalyst is CO.O1CCCC1.[Pd]. The product is [CH2:37]([O:36][C:10]1[C:9]([OH:8])=[CH:14][CH:13]=[CH:12][C:11]=1[C:15]([C:17]1[C:25]2[C:20](=[N:21][CH:22]=[CH:23][CH:24]=2)[N:19]([Si:26]([CH:30]([CH3:31])[CH3:32])([CH:27]([CH3:29])[CH3:28])[CH:33]([CH3:34])[CH3:35])[CH:18]=1)=[O:16])[CH3:38]. The yield is 0.950. (3) The reactants are [C:1]([OH:11])(=[O:10])[C@@H:2]([C:4]1[CH:9]=[CH:8][CH:7]=[CH:6][CH:5]=1)[OH:3].CCCCC.[CH3:17][C:18]([CH:21]=O)([CH3:20])[CH3:19].C([O-])(O)=O.[Na+]. The catalyst is FC(F)(F)S(O)(=O)=O. The product is [C:18]([C@H:21]1[O:10][C:1](=[O:11])[C@@H:2]([C:4]2[CH:9]=[CH:8][CH:7]=[CH:6][CH:5]=2)[O:3]1)([CH3:20])([CH3:19])[CH3:17]. The yield is 0.880. (4) The product is [Cl:16][C:15]1[C:10]([C:9]([OH:25])=[O:8])=[C:11]([F:24])[C:12]([NH:17][S:18]([CH2:21][CH2:22][CH3:23])(=[O:19])=[O:20])=[CH:13][CH:14]=1. The catalyst is O1CCCC1.[OH-].[K+]. The reactants are C([O:8][C:9](=[O:25])[C:10]1[C:15]([Cl:16])=[CH:14][CH:13]=[C:12]([NH:17][S:18]([CH2:21][CH2:22][CH3:23])(=[O:20])=[O:19])[C:11]=1[F:24])C1C=CC=CC=1.O.Cl. The yield is 0.858. (5) The reactants are [CH3:1][C:2]1[N:6]([CH:7]2[CH2:12][CH2:11][O:10][CH2:9][CH2:8]2)[C:5]2[CH:13]=[CH:14][C:15]([C:17]([OH:19])=O)=[CH:16][C:4]=2[N:3]=1.[NH2:20][C:21]1[CH:26]=[C:25]([CH3:27])[CH:24]=[CH:23][C:22]=1O.CCN=C=NCCCN(C)C.O.C1(C)C=CC(S(O)(=O)=O)=CC=1. The catalyst is C1(C)C=CC=CC=1.O.CN(C=O)C. The product is [CH3:27][C:25]1[CH:24]=[CH:23][C:22]2[O:19][C:17]([C:15]3[CH:14]=[CH:13][C:5]4[N:6]([CH:7]5[CH2:8][CH2:9][O:10][CH2:11][CH2:12]5)[C:2]([CH3:1])=[N:3][C:4]=4[CH:16]=3)=[N:20][C:21]=2[CH:26]=1. The yield is 0.285. (6) The reactants are [CH:1]([N:14]1[CH2:17][CH:16]([C:18]([OH:20])=O)[CH2:15]1)([C:8]1[CH:13]=[CH:12][CH:11]=[CH:10][CH:9]=1)[C:2]1[CH:7]=[CH:6][CH:5]=[CH:4][CH:3]=1.[CH2:21]([N:23](CC)CC)C.F[P-](F)(F)(F)(F)F.N1(O[P+](N(C)C)(N(C)C)N(C)C)C2C=CC=CC=2N=N1.Cl.CN. The catalyst is CN(C)C=O. The product is [CH3:21][NH:23][C:18]([CH:16]1[CH2:17][N:14]([CH:1]([C:8]2[CH:13]=[CH:12][CH:11]=[CH:10][CH:9]=2)[C:2]2[CH:7]=[CH:6][CH:5]=[CH:4][CH:3]=2)[CH2:15]1)=[O:20]. The yield is 0.741. (7) The reactants are [Cl:1][C:2]1[CH:9]=[CH:8][C:5]([C:6]#[N:7])=[CH:4][CH:3]=1.[NH2:10][OH:11]. The catalyst is CCO. The product is [Cl:1][C:2]1[CH:9]=[CH:8][C:5]([C:6](=[N:10][OH:11])[NH2:7])=[CH:4][CH:3]=1. The yield is 0.760.